This data is from Catalyst prediction with 721,799 reactions and 888 catalyst types from USPTO. The task is: Predict which catalyst facilitates the given reaction. (1) Reactant: [OH:1][C:2]1[CH:10]=[CH:9][CH:8]=[C:7]2[C:3]=1[CH2:4][CH2:5][C:6]2=[O:11].[C:12]([O-])([O-])=O.[K+].[K+].IC. Product: [CH3:12][O:1][C:2]1[CH:10]=[CH:9][CH:8]=[C:7]2[C:3]=1[CH2:4][CH2:5][C:6]2=[O:11]. The catalyst class is: 42. (2) Reactant: [CH3:1][S:2](Cl)(=[O:4])=[O:3].[C:6]([O:10][C:11]([N:13]1[CH2:18][CH2:17][C:16]([CH2:21][CH2:22][OH:23])([O:19][CH3:20])[CH2:15][CH2:14]1)=[O:12])([CH3:9])([CH3:8])[CH3:7].C(N(CC)C(C)C)(C)C. Product: [C:6]([O:10][C:11]([N:13]1[CH2:14][CH2:15][C:16]([CH2:21][CH2:22][O:23][S:2]([CH3:1])(=[O:4])=[O:3])([O:19][CH3:20])[CH2:17][CH2:18]1)=[O:12])([CH3:9])([CH3:8])[CH3:7]. The catalyst class is: 7. (3) Reactant: C(OC([N:8]1[CH2:13][CH2:12][CH:11]([CH2:14][C:15](=[O:41])[NH:16][C:17]2[S:18][C:19]3[CH:25]=[C:24]([O:26][S:27]([C:30]4[CH:35]=[CH:34][C:33]([NH:36][CH2:37][CH:38]([CH3:40])[CH3:39])=[CH:32][CH:31]=4)(=[O:29])=[O:28])[CH:23]=[CH:22][C:20]=3[N:21]=2)[CH2:10][CH2:9]1)=O)(C)(C)C.[ClH:42]. Product: [ClH:42].[NH:8]1[CH2:13][CH2:12][CH:11]([CH2:14][C:15]([NH:16][C:17]2[S:18][C:19]3[CH:25]=[C:24]([O:26][S:27]([C:30]4[CH:31]=[CH:32][C:33]([NH:36][CH2:37][CH:38]([CH3:40])[CH3:39])=[CH:34][CH:35]=4)(=[O:29])=[O:28])[CH:23]=[CH:22][C:20]=3[N:21]=2)=[O:41])[CH2:10][CH2:9]1. The catalyst class is: 12. (4) Reactant: [C:1]([NH:5][S:6]([C:9]1[CH:17]=[C:16]2[C:12]([CH:13]=[CH:14][NH:15]2)=[CH:11][CH:10]=1)(=[O:8])=[O:7])([CH3:4])([CH3:3])[CH3:2].[C:18]1(=O)[CH2:23][CH2:22][CH2:21][CH2:20][CH2:19]1.C[O-].[Na+]. Product: [C:1]([NH:5][S:6]([C:9]1[CH:17]=[C:16]2[C:12]([C:13]([C:18]3[CH2:23][CH2:22][CH2:21][CH2:20][CH:19]=3)=[CH:14][NH:15]2)=[CH:11][CH:10]=1)(=[O:8])=[O:7])([CH3:4])([CH3:2])[CH3:3]. The catalyst class is: 5. (5) Reactant: [CH3:1][C:2]1[C:7]([CH3:8])=[CH:6][C:5]([CH3:9])=[CH:4][N+:3]=1[O-:10].S(=O)(=O)(O)O.[N+:16]([O-])([OH:18])=[O:17].C(=O)([O-])O.[NH4+]. Product: [CH3:1][C:2]1[C:7]([CH3:8])=[C:6]([N+:16]([O-:18])=[O:17])[C:5]([CH3:9])=[CH:4][N+:3]=1[O-:10]. The catalyst class is: 84.